The task is: Predict the product of the given reaction.. This data is from Forward reaction prediction with 1.9M reactions from USPTO patents (1976-2016). Given the reactants [CH2:1]([O:3][C:4](=[O:14])[C:5]([CH3:13])([CH:7]1[CH2:12][CH2:11][NH:10][CH2:9][CH2:8]1)[CH3:6])[CH3:2].Cl[C:16]1[CH:21]=[CH:20][C:19]([N+:22]([O-:24])=[O:23])=[CH:18][N:17]=1.C(N(C(C)C)CC)(C)C, predict the reaction product. The product is: [CH2:1]([O:3][C:4](=[O:14])[C:5]([CH3:13])([CH:7]1[CH2:12][CH2:11][N:10]([C:16]2[CH:21]=[CH:20][C:19]([N+:22]([O-:24])=[O:23])=[CH:18][N:17]=2)[CH2:9][CH2:8]1)[CH3:6])[CH3:2].